This data is from Full USPTO retrosynthesis dataset with 1.9M reactions from patents (1976-2016). The task is: Predict the reactants needed to synthesize the given product. The reactants are: [CH3:1][C:2]1[N:28]([CH3:29])[C:5]2[CH:6]=[C:7]([C:23]([O:25][CH2:26][CH3:27])=[O:24])[C:8]3[C:9](=O)[CH2:10][C:11]4([NH:20][C:21]=3[C:4]=2[N:3]=1)[CH2:19][C:18]1[C:13](=[CH:14][CH:15]=[CH:16][CH:17]=1)[CH2:12]4.C([SiH](CC)CC)C.C(=O)([O-])O.[Na+]. Given the product [CH3:1][C:2]1[N:28]([CH3:29])[C:5]2[CH:6]=[C:7]([C:23]([O:25][CH2:26][CH3:27])=[O:24])[C:8]3[CH2:9][CH2:10][C:11]4([NH:20][C:21]=3[C:4]=2[N:3]=1)[CH2:19][C:18]1[C:13](=[CH:14][CH:15]=[CH:16][CH:17]=1)[CH2:12]4, predict the reactants needed to synthesize it.